This data is from Catalyst prediction with 721,799 reactions and 888 catalyst types from USPTO. The task is: Predict which catalyst facilitates the given reaction. Reactant: [CH:1]1([N:6]2[C:11]3=[N:12][C:13]([NH:16][C:17]4[CH:22]=[CH:21][C:20]([N:23]5[CH2:28][CH2:27][CH:26]([OH:29])[CH2:25][CH2:24]5)=[CH:19][CH:18]=4)=[N:14][CH:15]=[C:10]3[CH2:9][NH:8][C:7]2=[O:30])[CH2:5][CH2:4][CH2:3][CH2:2]1.CC(C)([O-])C.[K+]. Product: [CH:1]1([N:6]2[C:11]3=[N:12][C:13]([NH:16][C:17]4[CH:18]=[CH:19][C:20]([N:23]5[CH2:28][CH2:27][CH:26]([OH:29])[CH2:25][CH2:24]5)=[CH:21][CH:22]=4)=[N:14][CH:15]=[C:10]3[CH:9]=[N:8][C:7]2=[O:30])[CH2:2][CH2:3][CH2:4][CH2:5]1. The catalyst class is: 16.